This data is from Catalyst prediction with 721,799 reactions and 888 catalyst types from USPTO. The task is: Predict which catalyst facilitates the given reaction. (1) Reactant: [BH4-].[Na+].[F:3][C:4]1[CH:37]=[C:36]([F:38])[CH:35]=[CH:34][C:5]=1[C:6]([CH:8]1[CH2:13][CH2:12][N:11]([C:14]([C@@H:16]([NH:20][C:21]([C:23]2[C:32]([OH:33])=[N:31][C:30]3[C:25](=[CH:26][CH:27]=[CH:28][CH:29]=3)[N:24]=2)=[O:22])[CH:17]([CH3:19])[CH3:18])=[O:15])[CH2:10][CH2:9]1)=[O:7]. Product: [F:3][C:4]1[CH:37]=[C:36]([F:38])[CH:35]=[CH:34][C:5]=1[CH:6]([OH:7])[CH:8]1[CH2:9][CH2:10][N:11]([C:14]([C@@H:16]([NH:20][C:21]([C:23]2[C:32]([OH:33])=[N:31][C:30]3[C:25](=[CH:26][CH:27]=[CH:28][CH:29]=3)[N:24]=2)=[O:22])[CH:17]([CH3:18])[CH3:19])=[O:15])[CH2:12][CH2:13]1. The catalyst class is: 5. (2) Reactant: [CH:1]([N:14]1[CH2:17][CH:16]([OH:18])[CH2:15]1)([C:8]1[CH:13]=[CH:12][CH:11]=[CH:10][CH:9]=1)[C:2]1[CH:7]=[CH:6][CH:5]=[CH:4][CH:3]=1.[CH3:19][S:20](Cl)(=[O:22])=[O:21]. Product: [CH:1]([N:14]1[CH2:17][CH:16]([O:18][S:20]([CH3:19])(=[O:22])=[O:21])[CH2:15]1)([C:8]1[CH:13]=[CH:12][CH:11]=[CH:10][CH:9]=1)[C:2]1[CH:3]=[CH:4][CH:5]=[CH:6][CH:7]=1. The catalyst class is: 17.